From a dataset of Reaction yield outcomes from USPTO patents with 853,638 reactions. Predict the reaction yield, written as a fraction of the theoretical maximum amount of product (1.0 means a 100% yield; for example, 0.34 means a 34% yield). (1) The yield is 0.576. The reactants are [CH3:1][C@H:2]1[CH2:6][CH2:5][CH2:4][N:3]1[CH2:7][CH2:8][CH2:9][N:10]1[CH2:14][CH2:13][N:12]([CH2:15][CH2:16][CH2:17][N:18]2[CH2:22][CH2:21][CH2:20][C@@H:19]2[CH3:23])[C:11]1=[C:24]([S:27]([C:30]1[CH:35]=[CH:34][CH:33]=[CH:32][CH:31]=1)(=[O:29])=[O:28])[C:25]#[N:26].[ClH:36].C(OCC)(=O)C. The catalyst is C(OCC)(=O)C. The product is [ClH:36].[CH3:1][C@H:2]1[CH2:6][CH2:5][CH2:4][N:3]1[CH2:7][CH2:8][CH2:9][N:10]1[CH2:14][CH2:13][N:12]([CH2:15][CH2:16][CH2:17][N:18]2[CH2:22][CH2:21][CH2:20][C@@H:19]2[CH3:23])[C:11]1=[C:24]([S:27]([C:30]1[CH:31]=[CH:32][CH:33]=[CH:34][CH:35]=1)(=[O:29])=[O:28])[C:25]#[N:26]. (2) The reactants are [H-].[Na+].C1OCCOCCOCCOCCOC1.[F:18][C:19]1[C:20]([CH2:31][N:32]([CH3:40])[C:33](=[O:39])[O:34][C:35]([CH3:38])([CH3:37])[CH3:36])=[CH:21][NH:22][C:23]=1[C:24]1[C:25]([F:30])=[N:26][CH:27]=[CH:28][CH:29]=1.[N:41]1[CH:46]=[CH:45][CH:44]=[CH:43][C:42]=1[S:47](Cl)(=[O:49])=[O:48]. The catalyst is O1CCCC1.O. The product is [F:18][C:19]1[C:20]([CH2:31][N:32]([CH3:40])[C:33](=[O:39])[O:34][C:35]([CH3:36])([CH3:37])[CH3:38])=[CH:21][N:22]([S:47]([C:42]2[CH:43]=[CH:44][CH:45]=[CH:46][N:41]=2)(=[O:49])=[O:48])[C:23]=1[C:24]1[C:25]([F:30])=[N:26][CH:27]=[CH:28][CH:29]=1. The yield is 0.950. (3) The reactants are [CH:1]1([CH2:4][N:5]2[CH2:25][CH2:24][C@:12]34[C:13]5[C:14]6[O:23][C@H:11]3[C:10](=O)[CH2:9][CH2:8][C@@:7]4([OH:27])[C@H:6]2[CH2:19][C:18]=5[CH:17]=[CH:16][C:15]=6[C:20]([NH2:22])=[O:21])[CH2:3][CH2:2]1.Cl. The catalyst is C(O)(=O)C.[Zn]. The product is [CH:1]1([CH2:4][N:5]2[CH2:25][CH2:24][C@@:12]34[C:13]5[C:14]([OH:23])=[C:15]([C:20]([NH2:22])=[O:21])[CH:16]=[CH:17][C:18]=5[CH2:19][C@@H:6]2[C@:7]3([OH:27])[CH2:8][CH2:9][CH2:10][CH2:11]4)[CH2:3][CH2:2]1. The yield is 0.290. (4) The reactants are C(O[C:4](=[O:22])[C:5]([C:7]1[C:8]2[S:21][CH:20]=[CH:19][C:9]=2[N:10](C(OC(C)(C)C)=O)[CH:11]=1)=O)C.[CH3:23][N:24]1[CH2:29][CH2:28][N:27]([C:30]2[N:39]=[C:38]([CH2:40][C:41]([NH2:43])=[O:42])[C:37]3[C:32](=[CH:33][CH:34]=[CH:35][CH:36]=3)[N:31]=2)[CH2:26][CH2:25]1.Cl.CN1CCNCC1.CC([O-])(C)C.[K+]. The catalyst is CCOC(C)=O.O.C1COCC1. The product is [CH3:23][N:24]1[CH2:29][CH2:28][N:27]([C:30]2[N:39]=[C:38]([C:40]3[C:41](=[O:42])[NH:43][C:4](=[O:22])[C:5]=3[C:7]3[C:8]4[S:21][CH:20]=[CH:19][C:9]=4[NH:10][CH:11]=3)[C:37]3[C:32](=[CH:33][CH:34]=[CH:35][CH:36]=3)[N:31]=2)[CH2:26][CH2:25]1. The yield is 0.140. (5) The product is [CH2:36]1[CH:41]2[CH2:42][CH2:43][CH2:44][CH2:45][N:40]2[CH2:39][CH2:38][N:37]1[C:46]1[CH:55]=[CH:54][C:49]([C:50]([NH:11][C:12]2[NH:16][N:15]=[C:14]([CH2:24][CH2:25][C:26]3[CH:27]=[C:28]([O:34][CH3:35])[CH:29]=[C:30]([O:32][CH3:33])[CH:31]=3)[CH:13]=2)=[O:51])=[CH:48][CH:47]=1. The yield is 0.0900. The catalyst is C1COCC1. The reactants are C[Si]([N-][Si](C)(C)C)(C)C.[Na+].[NH2:11][C:12]1[N:16](C(OC(C)(C)C)=O)[N:15]=[C:14]([CH2:24][CH2:25][C:26]2[CH:31]=[C:30]([O:32][CH3:33])[CH:29]=[C:28]([O:34][CH3:35])[CH:27]=2)[CH:13]=1.[CH2:36]1[CH:41]2[CH2:42][CH2:43][CH2:44][CH2:45][N:40]2[CH2:39][CH2:38][N:37]1[C:46]1[CH:55]=[CH:54][C:49]([C:50](OC)=[O:51])=[CH:48][CH:47]=1. (6) The reactants are Cl.[N:2]1([C:8]2[CH:13]=[CH:12][C:11]([NH:14][C:15]([C:17]3[N:18]=[C:19]([C:26]4[CH:31]=[CH:30][CH:29]=[CH:28][CH:27]=4)[O:20][C:21]=3[C:22]([F:25])([F:24])[F:23])=[O:16])=[CH:10][CH:9]=2)[CH2:7][CH2:6][NH:5][CH2:4][CH2:3]1.[C:32]12([C:45](O)=[O:46])[CH2:41][CH:36]3[CH2:37][CH:38]([CH2:40][C:34]([C:42]([OH:44])=[O:43])([CH2:35]3)[CH2:33]1)[CH2:39]2.C(N(CC)CC)C.F[P-](F)(F)(F)(F)F.N1(O[P+](N(C)C)(N(C)C)N(C)C)C2C=CC=CC=2N=N1. The catalyst is CN(C=O)C.C(OCC)(=O)C. The product is [C:26]1([C:19]2[O:20][C:21]([C:22]([F:23])([F:25])[F:24])=[C:17]([C:15]([NH:14][C:11]3[CH:12]=[CH:13][C:8]([N:2]4[CH2:7][CH2:6][N:5]([C:45]([C:32]56[CH2:41][CH:36]7[CH2:37][CH:38]([CH2:40][C:34]([C:42]([OH:44])=[O:43])([CH2:35]7)[CH2:33]5)[CH2:39]6)=[O:46])[CH2:4][CH2:3]4)=[CH:9][CH:10]=3)=[O:16])[N:18]=2)[CH:31]=[CH:30][CH:29]=[CH:28][CH:27]=1. The yield is 0.130. (7) The reactants are [Cl:1][C:2]1[CH:3]=[N:4][C:5]2[N:6]([N:8]=[C:9]([C:11]([OH:13])=O)[CH:10]=2)[CH:7]=1.[Cl:14][C:15]1[CH:24]=[CH:23][CH:22]=[C:21]2[C:16]=1[CH2:17][CH2:18][NH:19][CH:20]2[CH3:25]. No catalyst specified. The product is [Cl:14][C:15]1[CH:24]=[CH:23][CH:22]=[C:21]2[C:16]=1[CH2:17][CH2:18][N:19]([C:11]([C:9]1[CH:10]=[C:5]3[N:4]=[CH:3][C:2]([Cl:1])=[CH:7][N:6]3[N:8]=1)=[O:13])[CH:20]2[CH3:25]. The yield is 0.610. (8) The product is [N:10]12[CH2:11][CH2:12][C:13]([C:18]([C:6]3[CH:5]=[CH:4][CH:3]=[C:2]([CH3:1])[CH:7]=3)([C:6]3[CH:5]=[CH:4][CH:3]=[C:2]([CH3:1])[CH:7]=3)[OH:20])([CH2:14][CH2:15]1)[CH2:16][CH2:17]2. The catalyst is C1COCC1. The reactants are [CH3:1][C:2]1[CH:3]=[C:4]([Mg]Br)[CH:5]=[CH:6][CH:7]=1.[N:10]12[CH2:17][CH2:16][C:13]([C:18]([O:20]CC)=O)([CH2:14][CH2:15]1)[CH2:12][CH2:11]2. The yield is 0.694. (9) The reactants are [NH2:1][C:2]1[C:10]([Br:11])=[CH:9][CH:8]=[CH:7][C:3]=1[C:4](O)=[O:5].[NH2:12][C:13](N)=[O:14]. The catalyst is O. The product is [Br:11][C:10]1[CH:9]=[CH:8][CH:7]=[C:3]2[C:2]=1[NH:1][C:13](=[O:14])[NH:12][C:4]2=[O:5]. The yield is 0.970. (10) The reactants are O=C(Cl)[O:3][C:4](Cl)(Cl)Cl.[NH2:9][C:10]1[CH:44]=[CH:43][C:13]([O:14][C:15]2[CH:20]=[CH:19][N:18]=[C:17]3[CH:21]=[C:22]([C:24]4[N:29]=[CH:28][C:27]([CH2:30][N:31]([CH2:39][CH2:40][O:41][CH3:42])[C:32](=[O:38])[O:33][C:34]([CH3:37])([CH3:36])[CH3:35])=[CH:26][CH:25]=4)[S:23][C:16]=23)=[C:12]([F:45])[CH:11]=1.[C:46]1([N:52]2[CH2:56][CH2:55][NH:54][C:53]2=[S:57])[CH:51]=[CH:50][CH:49]=[CH:48][CH:47]=1.[H-].[Na+]. The catalyst is C1COCC1.CCOC(C)=O. The product is [F:45][C:12]1[CH:11]=[C:10]([NH:9][C:4]([N:54]2[CH2:55][CH2:56][N:52]([C:46]3[CH:51]=[CH:50][CH:49]=[CH:48][CH:47]=3)[C:53]2=[S:57])=[O:3])[CH:44]=[CH:43][C:13]=1[O:14][C:15]1[CH:20]=[CH:19][N:18]=[C:17]2[CH:21]=[C:22]([C:24]3[N:29]=[CH:28][C:27]([CH2:30][N:31]([CH2:39][CH2:40][O:41][CH3:42])[C:32](=[O:38])[O:33][C:34]([CH3:37])([CH3:36])[CH3:35])=[CH:26][CH:25]=3)[S:23][C:16]=12. The yield is 0.245.